Task: Predict the reaction yield, written as a fraction of the theoretical maximum amount of product (1.0 means a 100% yield; for example, 0.34 means a 34% yield).. Dataset: Reaction yield outcomes from USPTO patents with 853,638 reactions (1) The reactants are [N+:1]([C:4]1[CH:12]=[C:11]2[C:7]([CH:8]=[N:9][N:10]2[C:13]([C:26]2[CH:31]=[CH:30][CH:29]=[CH:28][CH:27]=2)([C:20]2[CH:25]=[CH:24][CH:23]=[CH:22][CH:21]=2)[C:14]2[CH:19]=[CH:18][CH:17]=[CH:16][CH:15]=2)=[CH:6][C:5]=1[CH:32]=[CH2:33])([O-:3])=[O:2].[OH-:34].[Na+].OO.O. The catalyst is C1COCC1. The product is [N+:1]([C:4]1[CH:12]=[C:11]2[C:7]([CH:8]=[N:9][N:10]2[C:13]([C:14]2[CH:15]=[CH:16][CH:17]=[CH:18][CH:19]=2)([C:20]2[CH:21]=[CH:22][CH:23]=[CH:24][CH:25]=2)[C:26]2[CH:31]=[CH:30][CH:29]=[CH:28][CH:27]=2)=[CH:6][C:5]=1[CH2:32][CH2:33][OH:34])([O-:3])=[O:2]. The yield is 0.550. (2) The reactants are [F:1][C:2]1[CH:10]=[C:9]([C:11]([F:14])([F:13])[F:12])[CH:8]=[CH:7][C:3]=1[C:4](Cl)=[O:5].[CH3:15][O:16][C:17]1[CH:22]=[C:21]([NH2:23])[CH:20]=[CH:19][N:18]=1.N1C=CC=CC=1.Cl. The catalyst is ClCCl. The product is [F:1][C:2]1[CH:10]=[C:9]([C:11]([F:14])([F:13])[F:12])[CH:8]=[CH:7][C:3]=1[C:4]([NH:23][C:21]1[CH:20]=[CH:19][N:18]=[C:17]([O:16][CH3:15])[CH:22]=1)=[O:5]. The yield is 0.740. (3) No catalyst specified. The yield is 0.740. The reactants are [Cl:1][C:2]1[CH:7]=[CH:6][C:5]([C:8]2[CH:13]=[CH:12][CH:11]=[C:10]([NH2:14])[CH:9]=2)=[CH:4][CH:3]=1.[CH:15](=O)[CH2:16][CH2:17][CH3:18]. The product is [CH2:15]([NH:14][C:10]1[CH:9]=[C:8]([C:5]2[CH:4]=[CH:3][C:2]([Cl:1])=[CH:7][CH:6]=2)[CH:13]=[CH:12][CH:11]=1)[CH2:16][CH2:17][CH3:18]. (4) The reactants are [Br:1][C:2]1[CH:11]=[CH:10][C:5]([C:6]([O:8][CH3:9])=[O:7])=[CH:4][C:3]=1[CH2:12]Br.[C:14]([O-:17])(=[O:16])[CH3:15].[Na+]. The catalyst is CC(O)=O. The product is [C:14]([O:17][CH2:12][C:3]1[CH:4]=[C:5]([CH:10]=[CH:11][C:2]=1[Br:1])[C:6]([O:8][CH3:9])=[O:7])(=[O:16])[CH3:15]. The yield is 0.790. (5) The product is [CH3:1][C@H:2]1[CH2:6][CH2:5][CH2:4][N:3]1[C@H:7]1[CH2:11][CH2:10][N:9]([C:12]2[CH:13]=[CH:14][C:15]([NH:18][C:25]([CH:22]3[CH2:23][CH2:24][O:19][CH2:20][CH2:21]3)=[O:26])=[N:16][CH:17]=2)[CH2:8]1. The catalyst is C(Cl)Cl.CN(C=O)C. The reactants are [CH3:1][C@H:2]1[CH2:6][CH2:5][CH2:4][N:3]1[C@H:7]1[CH2:11][CH2:10][N:9]([C:12]2[CH:13]=[CH:14][C:15]([NH2:18])=[N:16][CH:17]=2)[CH2:8]1.[O:19]1[CH2:24][CH2:23][CH:22]([C:25](O)=[O:26])[CH2:21][CH2:20]1.CN1CCOCC1.ON1C2C=CC=CC=2N=N1.CCN=C=NCCCN(C)C.Cl.Cl. The yield is 0.0400. (6) The reactants are [N:1]1([CH2:6][C:7]2[S:8][CH:9]=[C:10]([C:12]([OH:14])=O)[N:11]=2)[CH2:5][CH2:4][CH2:3][CH2:2]1.[NH2:15][C@H:16]([CH3:32])[CH2:17][N:18]1[CH:22]=[CH:21][C:20]([C:23]2[CH:30]=[CH:29][C:26]([C:27]#[N:28])=[C:25]([Cl:31])[CH:24]=2)=[N:19]1. No catalyst specified. The product is [Cl:31][C:25]1[CH:24]=[C:23]([C:20]2[CH:21]=[CH:22][N:18]([CH2:17][C@H:16]([NH:15][C:12]([C:10]3[N:11]=[C:7]([CH2:6][N:1]4[CH2:2][CH2:3][CH2:4][CH2:5]4)[S:8][CH:9]=3)=[O:14])[CH3:32])[N:19]=2)[CH:30]=[CH:29][C:26]=1[C:27]#[N:28]. The yield is 0.557. (7) The reactants are [CH2:1]([N:8]([CH2:22][C:23]1[CH:28]=[CH:27][CH:26]=[CH:25][CH:24]=1)[C:9]1[C:10]([CH:20]=[O:21])=[C:11]([NH:15][S:16]([CH3:19])(=[O:18])=[O:17])[CH:12]=[CH:13][CH:14]=1)[C:2]1[CH:7]=[CH:6][CH:5]=[CH:4][CH:3]=1.[BH4-].[Na+]. The catalyst is C(O)C. The product is [CH2:22]([N:8]([CH2:1][C:2]1[CH:7]=[CH:6][CH:5]=[CH:4][CH:3]=1)[C:9]1[C:10]([CH2:20][OH:21])=[C:11]([NH:15][S:16]([CH3:19])(=[O:18])=[O:17])[CH:12]=[CH:13][CH:14]=1)[C:23]1[CH:24]=[CH:25][CH:26]=[CH:27][CH:28]=1. The yield is 0.880. (8) The reactants are [F:1][C:2]1[C:10]([NH:11][S:12]([CH2:15][CH2:16][CH3:17])(=[O:14])=[O:13])=[CH:9][CH:8]=[C:7]([F:18])[C:3]=1[C:4]([OH:6])=O.CN(C)C=O.C(Cl)(=O)C(Cl)=O.C(N(CC)CC)C.[NH2:37][C:38]1[CH:39]=[N:40][C:41]2[C:46]([CH:47]=1)=[CH:45][CH:44]=[CH:43][CH:42]=2. The catalyst is O1CCCC1.ClCCl. The product is [F:1][C:2]1[C:10]([NH:11][S:12]([CH2:15][CH2:16][CH3:17])(=[O:14])=[O:13])=[CH:9][CH:8]=[C:7]([F:18])[C:3]=1[C:4]([NH:37][C:38]1[CH:39]=[N:40][C:41]2[C:46]([CH:47]=1)=[CH:45][CH:44]=[CH:43][CH:42]=2)=[O:6]. The yield is 0.450. (9) The product is [OH:17][C@H:16]1[CH2:15][NH:14][CH2:13][C@H:12]1[NH:11][C:9](=[O:10])[O:8][CH2:1][C:2]1[CH:3]=[CH:4][CH:5]=[CH:6][CH:7]=1. The yield is 0.990. The reactants are [CH2:1]([O:8][C:9]([NH:11][C@H:12]1[C@@H:16]([O:17]C(C2C=CC(OC)=CC=2)(C2C=CC(OC)=CC=2)C2C=CC=CC=2)[CH2:15][N:14](C(OC(C)(C)C)=O)[CH2:13]1)=[O:10])[C:2]1[CH:7]=[CH:6][CH:5]=[CH:4][CH:3]=1. The catalyst is C(O)(C(F)(F)F)=O.ClCCl.